Dataset: Reaction yield outcomes from USPTO patents with 853,638 reactions. Task: Predict the reaction yield, written as a fraction of the theoretical maximum amount of product (1.0 means a 100% yield; for example, 0.34 means a 34% yield). (1) The reactants are [C:1]([NH:5][C:6]1[C:7]([CH3:26])=[N:8][C:9]2[C:14]([N:15]=1)=[C:13]([C:16]1[NH:24][C:23]3[CH2:22][CH2:21][NH:20][C:19](=[O:25])[C:18]=3[CH:17]=1)[CH:12]=[CH:11][CH:10]=2)([CH3:4])([CH3:3])[CH3:2].[C:27]([O-])([O-])=O.[K+].[K+].CI.O. The catalyst is CN(C=O)C. The product is [C:1]([NH:5][C:6]1[C:7]([CH3:26])=[N:8][C:9]2[C:14]([N:15]=1)=[C:13]([C:16]1[N:24]([CH3:27])[C:23]3[CH2:22][CH2:21][NH:20][C:19](=[O:25])[C:18]=3[CH:17]=1)[CH:12]=[CH:11][CH:10]=2)([CH3:4])([CH3:3])[CH3:2]. The yield is 0.340. (2) The reactants are [Br:1][C:2]1[CH:3]=[C:4]([C:11]([N:13]2[CH2:18][CH2:17][O:16][C:15]3[N:19]=[CH:20][C:21]([C:23]4[CH:31]=[CH:30][CH:29]=[C:28]5[C:24]=4[CH:25]=[CH:26][NH:27]5)=[CH:22][C:14]2=3)=[O:12])[CH:5]=[C:6]([Br:10])[C:7]=1[O:8]C.[Br-].[Li+].N1CCNCC1.Cl. The catalyst is CN(C)C=O.O. The product is [Br:1][C:2]1[CH:3]=[C:4]([C:11]([N:13]2[CH2:18][CH2:17][O:16][C:15]3[N:19]=[CH:20][C:21]([C:23]4[CH:31]=[CH:30][CH:29]=[C:28]5[C:24]=4[CH:25]=[CH:26][NH:27]5)=[CH:22][C:14]2=3)=[O:12])[CH:5]=[C:6]([Br:10])[C:7]=1[OH:8]. The yield is 0.640. (3) The reactants are Br[CH2:2][C:3]1[C:4]([F:18])=[C:5]([C:11]2[CH:16]=[CH:15][CH:14]=[C:13]([Cl:17])[CH:12]=2)[C:6]([O:9][CH3:10])=[CH:7][CH:8]=1.[N+:19]([C:22]1[CH:27]=[CH:26][C:25](B(O)O)=[CH:24][CH:23]=1)([O-:21])=[O:20].P([O-])([O-])([O-])=O.[K+].[K+].[K+].C(COC)OC. The catalyst is C1C=CC([P]([Pd]([P](C2C=CC=CC=2)(C2C=CC=CC=2)C2C=CC=CC=2)([P](C2C=CC=CC=2)(C2C=CC=CC=2)C2C=CC=CC=2)[P](C2C=CC=CC=2)(C2C=CC=CC=2)C2C=CC=CC=2)(C2C=CC=CC=2)C2C=CC=CC=2)=CC=1.C(O)C. The product is [Cl:17][C:13]1[CH:12]=[C:11]([C:5]2[C:6]([O:9][CH3:10])=[CH:7][CH:8]=[C:3]([CH2:2][C:25]3[CH:26]=[CH:27][C:22]([N+:19]([O-:21])=[O:20])=[CH:23][CH:24]=3)[C:4]=2[F:18])[CH:16]=[CH:15][CH:14]=1. The yield is 0.760. (4) The reactants are [NH2:1][C:2]1[C:3]([F:12])=[C:4]([CH:8]=[CH:9][C:10]=1[Cl:11])[C:5](O)=[O:6].ClC([N:18](C)C)=C(C)C.N. No catalyst specified. The product is [NH2:1][C:2]1[C:3]([F:12])=[C:4]([CH:8]=[CH:9][C:10]=1[Cl:11])[C:5]([NH2:18])=[O:6]. The yield is 0.690. (5) The reactants are F[C:2]1[CH:7]=[CH:6][C:5]([S:8]([CH3:11])(=[O:10])=[O:9])=[CH:4][C:3]=1[C:12]1[C:21]2[C:16](=[CH:17][CH:18]=[CH:19][CH:20]=2)[C:15](=[O:22])[N:14]([CH3:23])[CH:13]=1.[NH2:24][C@H:25]1[CH2:30][CH2:29][C@H:28]([OH:31])[CH2:27][CH2:26]1. The catalyst is CN1C(=O)CCC1. The product is [OH:31][C@H:28]1[CH2:29][CH2:30][C@H:25]([NH:24][C:2]2[CH:7]=[CH:6][C:5]([S:8]([CH3:11])(=[O:10])=[O:9])=[CH:4][C:3]=2[C:12]2[C:21]3[C:16](=[CH:17][CH:18]=[CH:19][CH:20]=3)[C:15](=[O:22])[N:14]([CH3:23])[CH:13]=2)[CH2:26][CH2:27]1. The yield is 0.288. (6) The reactants are F[C:2]1[CH:9]=[CH:8][C:5]([CH:6]=[O:7])=[CH:4][CH:3]=1.[F:10][C:11]1[CH:16]=[CH:15][CH:14]=[CH:13][C:12]=1[OH:17].C(=O)([O-])[O-:19].[K+].[K+].CC(=CC)C.P([O-])(O)(O)=O.[K+].Cl[O-].[Na+]. The catalyst is CN(C)C=O.O. The product is [F:10][C:11]1[CH:16]=[CH:15][CH:14]=[CH:13][C:12]=1[O:17][C:2]1[CH:9]=[CH:8][C:5]([C:6]([OH:19])=[O:7])=[CH:4][CH:3]=1. The yield is 0.870. (7) The reactants are [NH2:1][C:2]1[CH2:6][S:5][C:4](=[O:7])[N:3]=1.CC(C)([O-])C.[K+].[CH:14]([C:16]1[CH:34]=[CH:33][C:19]([O:20][C:21]2[CH:28]=[CH:27][C:24]([C:25]#[N:26])=[CH:23][C:22]=2[C:29]([F:32])([F:31])[F:30])=[C:18]([O:35][CH3:36])[CH:17]=1)=O.[Cl-].[NH4+]. The catalyst is CN(C)C=O. The product is [NH2:1][C:2]1=[N:3][C:4](=[O:7])[S:5]/[C:6]/1=[CH:14]\[C:16]1[CH:34]=[CH:33][C:19]([O:20][C:21]2[CH:28]=[CH:27][C:24]([C:25]#[N:26])=[CH:23][C:22]=2[C:29]([F:30])([F:31])[F:32])=[C:18]([O:35][CH3:36])[CH:17]=1. The yield is 0.370.